This data is from Full USPTO retrosynthesis dataset with 1.9M reactions from patents (1976-2016). The task is: Predict the reactants needed to synthesize the given product. (1) Given the product [C:1]([C:5]1[CH:10]=[CH:9][C:8]([NH:11][C:12]2[N:17]=[C:16]([CH2:18][O:32][CH2:28][CH:29]([CH3:31])[CH3:30])[N:15]=[C:14]([C:20]3[CH:25]=[CH:24][CH:23]=[C:22]([O:26][CH3:27])[CH:21]=3)[N:13]=2)=[CH:7][CH:6]=1)([CH3:4])([CH3:3])[CH3:2], predict the reactants needed to synthesize it. The reactants are: [C:1]([C:5]1[CH:10]=[CH:9][C:8]([NH:11][C:12]2[N:17]=[C:16]([CH2:18]Cl)[N:15]=[C:14]([C:20]3[CH:25]=[CH:24][CH:23]=[C:22]([O:26][CH3:27])[CH:21]=3)[N:13]=2)=[CH:7][CH:6]=1)([CH3:4])([CH3:3])[CH3:2].[CH2:28]([OH:32])[CH:29]([CH3:31])[CH3:30].[H-].[Na+].O. (2) Given the product [Cl:16][C:17]1[CH:18]=[CH:19][C:20]([C:23]([F:24])([F:25])[F:26])=[CH:21][C:22]=1[C:2]1[CH:7]=[CH:6][N:5]=[C:4]([C:8]#[N:9])[CH:3]=1, predict the reactants needed to synthesize it. The reactants are: Cl[C:2]1[CH:7]=[CH:6][N:5]=[C:4]([C:8]#[N:9])[CH:3]=1.C(=O)([O-])[O-].[K+].[K+].[Cl:16][C:17]1[CH:22]=[CH:21][C:20]([C:23]([F:26])([F:25])[F:24])=[CH:19][C:18]=1B(O)O.[Cl-].[NH4+]. (3) Given the product [CH2:16]([O:23][NH:24][C:12]([C:9]1[CH:8]=[CH:7][C:6]([N:1]2[CH2:2][CH2:3][CH2:4][CH2:5]2)=[CH:11][N:10]=1)=[O:14])[C:17]1[CH:22]=[CH:21][CH:20]=[CH:19][CH:18]=1, predict the reactants needed to synthesize it. The reactants are: [N:1]1([C:6]2[CH:7]=[CH:8][C:9]([C:12]([OH:14])=O)=[N:10][CH:11]=2)[CH2:5][CH2:4][CH2:3][CH2:2]1.Cl.[CH2:16]([O:23][NH2:24])[C:17]1[CH:22]=[CH:21][CH:20]=[CH:19][CH:18]=1. (4) Given the product [CH3:20][C:15]1[C:14]2[N:13]([N:12]=[C:11]([C:9]3[N:10]=[C:5]4[CH:4]=[CH:3][C:2]([C:33]#[C:32][CH2:31][NH:34][C:35](=[O:41])[O:36][C:37]([CH3:39])([CH3:38])[CH3:40])=[CH:23][N:6]4[C:7](=[O:22])[CH:8]=3)[CH:21]=2)[CH:18]=[C:17]([CH3:19])[N:16]=1, predict the reactants needed to synthesize it. The reactants are: Br[C:2]1[CH:3]=[CH:4][C:5]2[N:6]([CH:23]=1)[C:7](=[O:22])[CH:8]=[C:9]([C:11]1[CH:21]=[C:14]3[C:15]([CH3:20])=[N:16][C:17]([CH3:19])=[CH:18][N:13]3[N:12]=1)[N:10]=2.C(N(CC)CC)C.[CH2:31]([NH:34][C:35](=[O:41])[O:36][C:37]([CH3:40])([CH3:39])[CH3:38])[C:32]#[CH:33].O. (5) Given the product [CH3:1][N:2]([CH3:39])[CH2:3][CH2:4][NH:5][C:6]([C:8]1[NH:9][C:10]2[C:15]([C:16]=1[C:17]1[CH:18]=[CH:19][C:20]([OH:23])=[CH:21][CH:22]=1)=[CH:14][C:13]([NH:25][S:26]([C:29]1[CH:30]=[CH:31][C:32]([C:35]([CH3:37])([CH3:36])[CH3:38])=[CH:33][CH:34]=1)(=[O:27])=[O:28])=[CH:12][CH:11]=2)=[O:7], predict the reactants needed to synthesize it. The reactants are: [CH3:1][N:2]([CH3:39])[CH2:3][CH2:4][NH:5][C:6]([C:8]1[NH:9][C:10]2[C:15]([C:16]=1[C:17]1[CH:22]=[CH:21][C:20]([O:23]C)=[CH:19][CH:18]=1)=[CH:14][C:13]([NH:25][S:26]([C:29]1[CH:34]=[CH:33][C:32]([C:35]([CH3:38])([CH3:37])[CH3:36])=[CH:31][CH:30]=1)(=[O:28])=[O:27])=[CH:12][CH:11]=2)=[O:7].B(Br)(Br)Br.ClCCl.C(=O)(O)[O-].[Na+].